Task: Regression. Given two drug SMILES strings and cell line genomic features, predict the synergy score measuring deviation from expected non-interaction effect.. Dataset: NCI-60 drug combinations with 297,098 pairs across 59 cell lines (1) Drug 1: CCCCC(=O)OCC(=O)C1(CC(C2=C(C1)C(=C3C(=C2O)C(=O)C4=C(C3=O)C=CC=C4OC)O)OC5CC(C(C(O5)C)O)NC(=O)C(F)(F)F)O. Drug 2: C1CNP(=O)(OC1)N(CCCl)CCCl. Cell line: NCI/ADR-RES. Synergy scores: CSS=13.7, Synergy_ZIP=-5.38, Synergy_Bliss=-3.71, Synergy_Loewe=-8.85, Synergy_HSA=-4.10. (2) Drug 1: C1CCC(CC1)NC(=O)N(CCCl)N=O. Drug 2: C1=NC2=C(N=C(N=C2N1C3C(C(C(O3)CO)O)O)F)N. Cell line: SNB-75. Synergy scores: CSS=20.4, Synergy_ZIP=-6.40, Synergy_Bliss=-1.36, Synergy_Loewe=-1.87, Synergy_HSA=-2.02.